This data is from Forward reaction prediction with 1.9M reactions from USPTO patents (1976-2016). The task is: Predict the product of the given reaction. (1) Given the reactants Cl[C:2]1[C:3]2[C:4](=[CH:18][N:19](CC3C=CC(OC)=CC=3)[N:20]=2)[N:5]=[C:6]([C:8]2[CH:17]=[CH:16][C:11]([C:12]([O:14][CH3:15])=[O:13])=[CH:10][CH:9]=2)[N:7]=1.[CH3:30][N:31]1[CH2:36][CH2:35][N:34]([C:37]2[CH:43]=[CH:42][C:40]([NH2:41])=[CH:39][CH:38]=2)[CH2:33][CH2:32]1.Cl, predict the reaction product. The product is: [CH3:30][N:31]1[CH2:32][CH2:33][N:34]([C:37]2[CH:43]=[CH:42][C:40]([NH:41][C:2]3[C:3]4[NH:20][N:19]=[CH:18][C:4]=4[N:5]=[C:6]([C:8]4[CH:17]=[CH:16][C:11]([C:12]([O:14][CH3:15])=[O:13])=[CH:10][CH:9]=4)[N:7]=3)=[CH:39][CH:38]=2)[CH2:35][CH2:36]1. (2) Given the reactants N[C:2]1[CH:7]=[CH:6][C:5]([S:8]([OH:11])(=[O:10])=[O:9])=[C:4]([OH:12])[CH:3]=1.[F:13][C:14]1[C:21]([F:22])=[C:20]([C:23]([F:26])([F:25])[F:24])[C:19]([F:27])=[C:18]([F:28])[C:15]=1[CH2:16]Br.C[N:30](C=O)C, predict the reaction product. The product is: [OH:12][C:4]1[CH:3]=[CH:2][C:7]([NH:30][CH2:16][C:15]2[C:14]([F:13])=[C:21]([F:22])[C:20]([C:23]([F:26])([F:25])[F:24])=[C:19]([F:27])[C:18]=2[F:28])=[CH:6][C:5]=1[S:8]([OH:11])(=[O:10])=[O:9].